Dataset: Experimentally validated miRNA-target interactions with 360,000+ pairs, plus equal number of negative samples. Task: Binary Classification. Given a miRNA mature sequence and a target amino acid sequence, predict their likelihood of interaction. Result: 0 (no interaction). The protein sequence of the target gene is MASAADDSALGGQEERESFTIYHEGRELQLHWRGLPPLQRFPASRICSNAGGELLLLTTDHALYSAKLQANREHMDLQLLRTDVVDMDFCSGSQELFVVLTNGSVQRQATGSGRDVGHPHAWQTLGFDPLELHAEGVRIRRVCCSAQGVVFVGASGETYVMGSCGEVFKAEQQPRHMRLYEEGKELLDLAAGNEHFVMLVAPYNLADDALQLSVASAKEEPEDERASVKSISSGHSERSVAANTRHLLHQGYALLHTQLFTFGASNNGLLGSGDHIRRANVMRLQKLDSMGVCSIAAGLE.... The miRNA is hsa-miR-518e-3p with sequence AAAGCGCUUCCCUUCAGAGUG.